From a dataset of NCI-60 drug combinations with 297,098 pairs across 59 cell lines. Regression. Given two drug SMILES strings and cell line genomic features, predict the synergy score measuring deviation from expected non-interaction effect. (1) Drug 1: CN(C)C1=NC(=NC(=N1)N(C)C)N(C)C. Drug 2: CC1C(C(CC(O1)OC2CC(CC3=C2C(=C4C(=C3O)C(=O)C5=C(C4=O)C(=CC=C5)OC)O)(C(=O)CO)O)N)O.Cl. Cell line: OVCAR3. Synergy scores: CSS=33.7, Synergy_ZIP=3.16, Synergy_Bliss=3.47, Synergy_Loewe=-22.2, Synergy_HSA=-0.701. (2) Drug 1: C1=CC=C(C=C1)NC(=O)CCCCCCC(=O)NO. Drug 2: C1=NNC2=C1C(=O)NC=N2. Cell line: LOX IMVI. Synergy scores: CSS=17.5, Synergy_ZIP=1.19, Synergy_Bliss=4.66, Synergy_Loewe=-4.94, Synergy_HSA=4.23. (3) Drug 1: CN1C(=O)N2C=NC(=C2N=N1)C(=O)N. Drug 2: C1=NC(=NC(=O)N1C2C(C(C(O2)CO)O)O)N. Cell line: SNB-19. Synergy scores: CSS=0.758, Synergy_ZIP=-0.663, Synergy_Bliss=-2.93, Synergy_Loewe=-30.6, Synergy_HSA=-9.43. (4) Drug 1: C1CCN(CC1)CCOC2=CC=C(C=C2)C(=O)C3=C(SC4=C3C=CC(=C4)O)C5=CC=C(C=C5)O. Drug 2: CN(CC1=CN=C2C(=N1)C(=NC(=N2)N)N)C3=CC=C(C=C3)C(=O)NC(CCC(=O)O)C(=O)O. Cell line: UACC62. Synergy scores: CSS=17.9, Synergy_ZIP=-0.286, Synergy_Bliss=3.39, Synergy_Loewe=-7.45, Synergy_HSA=1.38. (5) Drug 1: C1=CC(=CC=C1CCCC(=O)O)N(CCCl)CCCl. Synergy scores: CSS=13.8, Synergy_ZIP=-9.15, Synergy_Bliss=-6.39, Synergy_Loewe=-6.80, Synergy_HSA=-6.40. Drug 2: CNC(=O)C1=NC=CC(=C1)OC2=CC=C(C=C2)NC(=O)NC3=CC(=C(C=C3)Cl)C(F)(F)F. Cell line: SK-MEL-28. (6) Drug 1: C1C(C(OC1N2C=NC3=C(N=C(N=C32)Cl)N)CO)O. Drug 2: CCC1(C2=C(COC1=O)C(=O)N3CC4=CC5=C(C=CC(=C5CN(C)C)O)N=C4C3=C2)O.Cl. Cell line: M14. Synergy scores: CSS=54.6, Synergy_ZIP=-1.48, Synergy_Bliss=-1.98, Synergy_Loewe=-3.45, Synergy_HSA=0.928. (7) Drug 1: CC1=C(N=C(N=C1N)C(CC(=O)N)NCC(C(=O)N)N)C(=O)NC(C(C2=CN=CN2)OC3C(C(C(C(O3)CO)O)O)OC4C(C(C(C(O4)CO)O)OC(=O)N)O)C(=O)NC(C)C(C(C)C(=O)NC(C(C)O)C(=O)NCCC5=NC(=CS5)C6=NC(=CS6)C(=O)NCCC[S+](C)C)O. Drug 2: CC12CCC3C(C1CCC2O)C(CC4=C3C=CC(=C4)O)CCCCCCCCCS(=O)CCCC(C(F)(F)F)(F)F. Cell line: NCI-H460. Synergy scores: CSS=59.7, Synergy_ZIP=8.61, Synergy_Bliss=6.22, Synergy_Loewe=-13.3, Synergy_HSA=7.65. (8) Drug 1: CNC(=O)C1=CC=CC=C1SC2=CC3=C(C=C2)C(=NN3)C=CC4=CC=CC=N4. Drug 2: CC=C1C(=O)NC(C(=O)OC2CC(=O)NC(C(=O)NC(CSSCCC=C2)C(=O)N1)C(C)C)C(C)C. Cell line: T-47D. Synergy scores: CSS=5.30, Synergy_ZIP=-10.8, Synergy_Bliss=-7.26, Synergy_Loewe=-36.2, Synergy_HSA=-7.93.